From a dataset of Reaction yield outcomes from USPTO patents with 853,638 reactions. Predict the reaction yield, written as a fraction of the theoretical maximum amount of product (1.0 means a 100% yield; for example, 0.34 means a 34% yield). (1) The reactants are [F:1][C:2]([F:10])([F:9])[CH2:3][CH2:4][S:5](Cl)(=[O:7])=[O:6].[Cl:11][C:12]1[CH:17]=[C:16]([Cl:18])[CH:15]=[CH:14][C:13]=1[N:19]1[C:23]([C:24]2[CH:29]=[CH:28][C:27](O)=[CH:26][CH:25]=2)=[C:22]([CH3:31])[C:21]([C:32]([NH:34][C:35]2[CH:40]=[CH:39][C:38]([F:41])=[CH:37][N:36]=2)=[O:33])=[N:20]1.[OH2:42]. The catalyst is C(Cl)Cl. The product is [F:1][C:2]([F:10])([F:9])[CH2:3][CH2:4][S:5]([O:42][C:24]1([C:23]2[N:19]([C:13]3[CH:14]=[CH:15][C:16]([Cl:18])=[CH:17][C:12]=3[Cl:11])[N:20]=[C:21]([C:32]([NH:34][C:35]3[CH:40]=[CH:39][C:38]([F:41])=[CH:37][N:36]=3)=[O:33])[C:22]=2[CH3:31])[CH:25]=[CH:26][CH:27]=[CH:28][CH2:29]1)(=[O:7])=[O:6]. The yield is 0.600. (2) The reactants are [CH3:1][C:2]1[CH:6]=[C:5]([CH3:7])[NH:4][N:3]=1.C([O-])([O-])=O.[K+].[K+].Br[CH2:15][C:16]([O:18][CH2:19][CH3:20])=[O:17]. The yield is 0.422. The product is [CH3:1][C:2]1[CH:6]=[C:5]([CH3:7])[N:4]([CH2:15][C:16]([O:18][CH2:19][CH3:20])=[O:17])[N:3]=1. The catalyst is CC(C)=O. (3) The reactants are C(OC([N:11]1[CH2:16][CH2:15][N:14]([C:17]2([CH3:20])[CH2:19][CH2:18]2)[CH2:13][CH2:12]1)=O)C1C=CC=CC=1. The catalyst is C(O)C.[OH-].[OH-].[Pd+2]. The product is [CH3:20][C:17]1([N:14]2[CH2:15][CH2:16][NH:11][CH2:12][CH2:13]2)[CH2:19][CH2:18]1. The yield is 0.740.